From a dataset of CYP2D6 inhibition data for predicting drug metabolism from PubChem BioAssay. Regression/Classification. Given a drug SMILES string, predict its absorption, distribution, metabolism, or excretion properties. Task type varies by dataset: regression for continuous measurements (e.g., permeability, clearance, half-life) or binary classification for categorical outcomes (e.g., BBB penetration, CYP inhibition). Dataset: cyp2d6_veith. (1) The molecule is COc1ccccc1CNc1ccnc(-c2cccc(C#N)c2)n1. The result is 1 (inhibitor). (2) The molecule is C/C=C\C1=C(CO)C(=O)[C@@H]2O[C@@H]2C1=O. The result is 0 (non-inhibitor). (3) The drug is CC(=O)NCC(=O)N[C@H](CCC(=O)O)C(=O)O. The result is 0 (non-inhibitor). (4) The compound is Cc1ccccc1-c1nc(N(C)C)c2ccccc2n1. The result is 1 (inhibitor). (5) The drug is CC1(C)S[C@@H]2[C@H](NC(=O)C3(N)CCCCC3)C(=O)N2[C@@H]1C(=O)O. The result is 0 (non-inhibitor). (6) The result is 1 (inhibitor). The drug is Brc1ccc(CSc2nccn2-c2ccccc2)cc1. (7) The drug is CC(=O)C1=NOC(CNC(=O)c2c(-c3ccccc3Cl)noc2C)C1. The result is 0 (non-inhibitor). (8) The compound is CCN(C(=O)COc1cc(=O)n(C)c2ccccc12)c1cccc(Cl)c1. The result is 0 (non-inhibitor). (9) The drug is CN(Cc1ccco1)c1ccnc(-c2ccoc2)n1. The result is 0 (non-inhibitor). (10) The result is 1 (inhibitor). The molecule is CCCN(CCC)C[C@@H]1CCCCN1CCNC(=O)N1c2ccccc2C(=O)Nc2cccnc21.